From a dataset of Forward reaction prediction with 1.9M reactions from USPTO patents (1976-2016). Predict the product of the given reaction. (1) Given the reactants Br[CH2:2][CH2:3][O:4][C:5]1[CH:10]=[CH:9][C:8]([N+:11]([O-:13])=[O:12])=[CH:7][C:6]=1[O:14][CH3:15].[CH2:16]1[C:25]2[C:20](=[CH:21][CH:22]=[CH:23][CH:24]=2)[CH2:19][CH2:18][NH:17]1, predict the reaction product. The product is: [CH3:15][O:14][C:6]1[CH:7]=[C:8]([N+:11]([O-:13])=[O:12])[CH:9]=[CH:10][C:5]=1[O:4][CH2:3][CH2:2][N:17]1[CH2:18][CH2:19][C:20]2[C:25](=[CH:24][CH:23]=[CH:22][CH:21]=2)[CH2:16]1. (2) Given the reactants [N:1]1[CH:6]=[CH:5][CH:4]=[C:3]([CH2:7][OH:8])[CH:2]=1.[H-].[Na+].[F:11][C:12]1[CH:20]=[C:19]2[C:15]([CH:16]=[CH:17][NH:18]2)=[C:14]([C:21]2[CH:26]=[C:25]([N:27]3[CH2:32][CH2:31][O:30][CH2:29][CH2:28]3)[N:24]=[C:23](S(C)(=O)=O)[N:22]=2)[CH:13]=1, predict the reaction product. The product is: [F:11][C:12]1[CH:20]=[C:19]2[C:15]([CH:16]=[CH:17][NH:18]2)=[C:14]([C:21]2[CH:26]=[C:25]([N:27]3[CH2:32][CH2:31][O:30][CH2:29][CH2:28]3)[N:24]=[C:23]([O:8][CH2:7][C:3]3[CH:2]=[N:1][CH:6]=[CH:5][CH:4]=3)[N:22]=2)[CH:13]=1. (3) Given the reactants O[C:2]1[CH:7]=[CH:6][CH:5]=[CH:4][C:3]=1[O:8]B(O)O.C(=O)([O-])[O-].[Na+].[Na+].[NH2:18][C:19]1[N:24]=[C:23](Cl)[CH:22]=[C:21]([Cl:26])[N:20]=1, predict the reaction product. The product is: [NH2:18][C:19]1[N:24]=[C:23]([C:2]2[CH:7]=[CH:6][CH:5]=[CH:4][C:3]=2[OH:8])[CH:22]=[C:21]([Cl:26])[N:20]=1. (4) Given the reactants [C:1]1([C:7]2[O:8][C:9]([C:15]([F:18])([F:17])[F:16])=[C:10]([C:12]([OH:14])=O)[N:11]=2)[CH:6]=[CH:5][CH:4]=[CH:3][CH:2]=1.[CH:19]([N:22]1[C:30]2[C:25](=[CH:26][C:27]([N+:31]([O-])=O)=[CH:28][CH:29]=2)[C:24]([NH2:34])=[N:23]1)([CH3:21])[CH3:20].NC1C2C(=CC=C(NC(C3N=C(C4C=CC=CC=4)OC=3C(F)(F)F)=O)C=2)N(CCC)N=1, predict the reaction product. The product is: [NH2:34][C:24]1[C:25]2[C:30](=[CH:29][CH:28]=[C:27]([NH:31][C:12]([C:10]3[N:11]=[C:7]([C:1]4[CH:2]=[CH:3][CH:4]=[CH:5][CH:6]=4)[O:8][C:9]=3[C:15]([F:18])([F:17])[F:16])=[O:14])[CH:26]=2)[N:22]([CH:19]([CH3:21])[CH3:20])[N:23]=1.